Dataset: Cav3 T-type calcium channel HTS with 100,875 compounds. Task: Binary Classification. Given a drug SMILES string, predict its activity (active/inactive) in a high-throughput screening assay against a specified biological target. (1) The drug is S(=O)(=O)(NC(=O)NCCCC)c1ccc(NS(=O)(=O)c2ccccc2)cc1. The result is 0 (inactive). (2) The compound is S1c2c(N(CC(=O)Nc3cc4OCCOc4cc3)C(=O)C1)cccc2. The result is 0 (inactive).